Dataset: Catalyst prediction with 721,799 reactions and 888 catalyst types from USPTO. Task: Predict which catalyst facilitates the given reaction. (1) Reactant: [CH2:1]([NH:8][CH2:9][CH2:10][C:11]1[CH:16]=[CH:15][C:14]([O:17][CH3:18])=[C:13]([O:19][CH3:20])[CH:12]=1)[C:2]1[CH:7]=[CH:6][CH:5]=[CH:4][CH:3]=1.Br[CH2:22][C:23]([NH2:25])=[O:24].CCN(C(C)C)C(C)C. Product: [CH2:1]([N:8]([CH2:9][CH2:10][C:11]1[CH:16]=[CH:15][C:14]([O:17][CH3:18])=[C:13]([O:19][CH3:20])[CH:12]=1)[CH2:22][C:23]([NH2:25])=[O:24])[C:2]1[CH:7]=[CH:6][CH:5]=[CH:4][CH:3]=1. The catalyst class is: 1. (2) Reactant: [F:1][C:2]1[CH:10]=[CH:9][CH:8]=[C:7]2[C:3]=1[CH:4]=[CH:5][N:6]2[Si:11]([CH:18]([CH3:20])[CH3:19])([CH:15]([CH3:17])[CH3:16])[CH:12]([CH3:14])[CH3:13].[Li]C(CC)C.CN([CH:29]=[O:30])C. Product: [F:1][C:2]1[C:10]([CH:29]=[O:30])=[CH:9][CH:8]=[C:7]2[C:3]=1[CH:4]=[CH:5][N:6]2[Si:11]([CH:15]([CH3:17])[CH3:16])([CH:18]([CH3:20])[CH3:19])[CH:12]([CH3:13])[CH3:14]. The catalyst class is: 1. (3) Reactant: [F:1][C:2]1[CH:7]=[CH:6][CH:5]=[CH:4][C:3]=1[CH2:8][C:9]([C:11]1[CH:16]=[CH:15][CH:14]=[CH:13][CH:12]=1)=O.[CH2:17]([O:19][C:20]1[CH:21]=[C:22]([CH:25]=[C:26]([N+:29]([O-:31])=[O:30])[C:27]=1[OH:28])[CH:23]=O)[CH3:18].[NH2:32][C:33]([NH2:35])=[O:34].Cl. Product: [CH2:17]([O:19][C:20]1[CH:21]=[C:22]([CH:23]2[C:8]([C:3]3[CH:4]=[CH:5][CH:6]=[CH:7][C:2]=3[F:1])=[C:9]([C:11]3[CH:16]=[CH:15][CH:14]=[CH:13][CH:12]=3)[NH:35][C:33](=[O:34])[NH:32]2)[CH:25]=[C:26]([N+:29]([O-:31])=[O:30])[C:27]=1[OH:28])[CH3:18]. The catalyst class is: 8.